This data is from Catalyst prediction with 721,799 reactions and 888 catalyst types from USPTO. The task is: Predict which catalyst facilitates the given reaction. (1) Reactant: [C:1]([C:3]1[CH:4]=[C:5]([NH:10][C:11]2[C:12]3[CH:20]=[C:19](F)[N:18]=[CH:17][C:13]=3[N:14]=[CH:15][N:16]=2)[CH:6]=[CH:7][C:8]=1[Cl:9])#[CH:2].[CH3:22][O:23][C:24]1[CH:31]=[CH:30][C:27]([CH2:28][NH2:29])=[CH:26][CH:25]=1. Product: [Cl:9][C:8]1[CH:7]=[CH:6][C:5]([NH:10][C:11]2[C:12]3[CH:20]=[C:19]([NH:29][CH2:28][C:27]4[CH:30]=[CH:31][C:24]([O:23][CH3:22])=[CH:25][CH:26]=4)[N:18]=[CH:17][C:13]=3[N:14]=[CH:15][N:16]=2)=[CH:4][C:3]=1[C:1]#[CH:2]. The catalyst class is: 16. (2) Reactant: Cl[CH:2]([C:8]1[CH:13]=[CH:12][CH:11]=[CH:10][CH:9]=1)[C:3]([O:5][CH2:6][CH3:7])=[O:4].[N+:14]([C:17]1[CH:18]=[N:19][NH:20][CH:21]=1)([O-:16])=[O:15].C(=O)([O-])[O-].[Cs+].[Cs+]. Product: [N+:14]([C:17]1[CH:18]=[N:19][N:20]([CH:2]([C:8]2[CH:13]=[CH:12][CH:11]=[CH:10][CH:9]=2)[C:3]([O:5][CH2:6][CH3:7])=[O:4])[CH:21]=1)([O-:16])=[O:15]. The catalyst class is: 508. (3) Reactant: [CH3:1][N:2]([CH3:17])[CH2:3][CH2:4][NH:5][C:6]1[CH:7]=[C:8]([NH2:16])[C:9]([N+:13]([O-])=O)=[CH:10][C:11]=1[F:12].[H][H]. Product: [CH3:1][N:2]([CH3:17])[CH2:3][CH2:4][NH:5][C:6]1[CH:7]=[C:8]([NH2:16])[C:9]([NH2:13])=[CH:10][C:11]=1[F:12]. The catalyst class is: 19. (4) Reactant: [C:1]1([C@@H:7]([NH:9][C:10]2[CH:15]=[C:14](Cl)[N:13]=[CH:12][N:11]=2)[CH3:8])[CH:6]=[CH:5][CH:4]=[CH:3][CH:2]=1.ClC1C=CC(C(N)C)=CC=1.[F:27][C:28]1[CH:37]=[CH:36][C:31]([O:32][CH2:33][CH2:34][NH2:35])=[CH:30][CH:29]=1. Product: [F:27][C:28]1[CH:37]=[CH:36][C:31]([O:32][CH2:33][CH2:34][NH:35][C:14]2[CH:15]=[C:10]([NH:9][C@H:7]([C:1]3[CH:6]=[CH:5][CH:4]=[CH:3][CH:2]=3)[CH3:8])[N:11]=[CH:12][N:13]=2)=[CH:30][CH:29]=1. The catalyst class is: 2. (5) Reactant: [C:1]([O:5][C:6]([N:8]1[CH2:12][CH2:11][CH2:10][CH:9]1C(OCC(C1C=CC2C3C=CC(Br)=CC=3OC=2C=1)=O)=O)=[O:7])([CH3:4])([CH3:3])[CH3:2].C([O-])(=O)C.[NH4+]. Product: [C:1]([O:5][C:6]([N:8]1[CH2:12][CH2:11][CH2:10][CH2:9]1)=[O:7])([CH3:4])([CH3:2])[CH3:3]. The catalyst class is: 113. (6) Reactant: O.[OH-].[Li+].[CH3:4][O:5]/[C:6](=[CH:11]\[C:12]1[CH:17]=[CH:16][C:15]([O:18][S:19]([C:22]([F:25])([F:24])[F:23])(=[O:21])=[O:20])=[C:14]([O:26][CH2:27][CH2:28][CH2:29][CH3:30])[CH:13]=1)/[C:7]([O:9]C)=[O:8].Cl. Product: [CH2:27]([O:26][C:14]1[CH:13]=[C:12](/[CH:11]=[C:6](\[O:5][CH3:4])/[C:7]([OH:9])=[O:8])[CH:17]=[CH:16][C:15]=1[O:18][S:19]([C:22]([F:25])([F:23])[F:24])(=[O:21])=[O:20])[CH2:28][CH2:29][CH3:30]. The catalyst class is: 30. (7) Reactant: C1C(=O)N([Br:8])C(=O)C1.[CH2:9]([O:11][C:12]([C:14]1[NH:15][C:16]2[C:21]([CH:22]=1)=[CH:20][C:19]([C:23]1[CH:28]=[CH:27][C:26]([O:29][CH:30]([CH3:32])[CH3:31])=[CH:25][CH:24]=1)=[CH:18][CH:17]=2)=[O:13])[CH3:10].[O-]S([O-])(=S)=O.[Na+].[Na+]. Product: [CH2:9]([O:11][C:12]([C:14]1[NH:15][C:16]2[C:21]([C:22]=1[Br:8])=[CH:20][C:19]([C:23]1[CH:28]=[CH:27][C:26]([O:29][CH:30]([CH3:31])[CH3:32])=[CH:25][CH:24]=1)=[CH:18][CH:17]=2)=[O:13])[CH3:10]. The catalyst class is: 21. (8) Reactant: FC(F)(F)C1C=C(S([N:12]2[CH2:17][CH:16]=[C:15]([C:18]3[CH:23]=[CH:22][CH:21]=[C:20]([C:24]#[N:25])[N:19]=3)[CH2:14][CH2:13]2)(=O)=O)C=CC=1.[F:28][C:29]([F:42])([F:41])[O:30][C:31]1[CH:36]=[CH:35][C:34]([S:37](Cl)(=[O:39])=[O:38])=[CH:33][CH:32]=1.[CH:43]1([CH2:46][NH2:47])[CH2:45][CH2:44]1. Product: [CH:43]1([CH2:46][NH:47][C:24]([C:20]2[N:19]=[C:18]([C:15]3[CH2:14][CH2:13][N:12]([S:37]([C:34]4[CH:35]=[CH:36][C:31]([O:30][C:29]([F:42])([F:41])[F:28])=[CH:32][CH:33]=4)(=[O:39])=[O:38])[CH2:17][CH:16]=3)[CH:23]=[CH:22][CH:21]=2)=[NH:25])[CH2:45][CH2:44]1. The catalyst class is: 8. (9) Reactant: Br[C:2]1[C:3]([CH3:12])=[CH:4][C:5]2[C:9]([CH:10]=1)=[N:8][N:7]([CH3:11])[CH:6]=2.[B:13]1([B:13]2[O:17][C:16]([CH3:19])([CH3:18])[C:15]([CH3:21])([CH3:20])[O:14]2)[O:17][C:16]([CH3:19])([CH3:18])[C:15]([CH3:21])([CH3:20])[O:14]1.C([O-])(=O)C.[K+].CC(=O)OCC.[Cl-].[Na+].O. Product: [CH3:11][N:7]1[CH:6]=[C:5]2[C:9]([CH:10]=[C:2]([B:13]3[O:17][C:16]([CH3:19])([CH3:18])[C:15]([CH3:21])([CH3:20])[O:14]3)[C:3]([CH3:12])=[CH:4]2)=[N:8]1. The catalyst class is: 12.